This data is from Full USPTO retrosynthesis dataset with 1.9M reactions from patents (1976-2016). The task is: Predict the reactants needed to synthesize the given product. Given the product [NH3:8].[CH3:1][O:2][C:3]1[N:8]=[C:7]([NH:9][C:23]2[CH:24]=[CH:25][C:26]3[CH2:27][N:28]([CH3:41])[CH2:29][CH:30]([C:34]4[C:39]([CH3:40])=[CH:38][CH:37]=[CH:36][N:35]=4)[O:31][C:32]=3[N:33]=2)[CH:6]=[CH:5][C:4]=1[C:10]1[CH:11]=[N:12][N:13]([CH3:15])[CH:14]=1, predict the reactants needed to synthesize it. The reactants are: [CH3:1][O:2][C:3]1[N:8]=[C:7]([NH2:9])[CH:6]=[CH:5][C:4]=1[C:10]1[CH:11]=[N:12][N:13]([CH3:15])[CH:14]=1.C(=O)([O-])[O-].[Cs+].[Cs+].Cl[C:23]1[CH:24]=[CH:25][C:26]2[CH2:27][N:28]([CH3:41])[CH2:29][CH:30]([C:34]3[C:39]([CH3:40])=[CH:38][CH:37]=[CH:36][N:35]=3)[O:31][C:32]=2[N:33]=1.